From a dataset of Catalyst prediction with 721,799 reactions and 888 catalyst types from USPTO. Predict which catalyst facilitates the given reaction. Reactant: [NH2:1][C:2]1[CH:7]=[CH:6][C:5]([C:8]2[CH:13]=[CH:12][CH:11]=[C:10]([Cl:14])[CH:9]=2)=[CH:4][C:3]=1[C:15]([CH2:18][C:19]1[CH:24]=[CH:23][CH:22]=[CH:21][CH:20]=1)([OH:17])[CH3:16].NC1C=CC(C2C=CC=C(Cl)C=2)=CC=1[C:39](=[O:41])C.C([Mg]Br)C1C=CC=CC=1.ClC(Cl)(OC(=O)OC(Cl)(Cl)Cl)Cl. Product: [CH2:18]([C:15]1([CH3:16])[O:17][C:39](=[O:41])[NH:1][C:2]2[CH:7]=[CH:6][C:5]([C:8]3[CH:13]=[CH:12][CH:11]=[C:10]([Cl:14])[CH:9]=3)=[CH:4][C:3]1=2)[C:19]1[CH:20]=[CH:21][CH:22]=[CH:23][CH:24]=1. The catalyst class is: 1.